This data is from Catalyst prediction with 721,799 reactions and 888 catalyst types from USPTO. The task is: Predict which catalyst facilitates the given reaction. (1) Reactant: [NH2:1][C:2]1[S:3][C:4]2[CH2:31][CH2:30][CH2:29][CH2:28][C:5]=2[C:6]=1[C:7]([NH:9][C:10]1[CH:15]=[CH:14][C:13]([CH2:16][CH2:17][C:18]2[CH:27]=[CH:26][C:21]([C:22]([O:24][CH3:25])=[O:23])=[CH:20][CH:19]=2)=[CH:12][CH:11]=1)=[O:8].N1C=CC=CC=1.[Cl:38][CH2:39][C:40]1[CH:41]=[C:42]([CH:46]=[CH:47][CH:48]=1)[C:43](Cl)=[O:44]. Product: [Cl:38][CH2:39][C:40]1[CH:41]=[C:42]([CH:46]=[CH:47][CH:48]=1)[C:43]([NH:1][C:2]1[S:3][C:4]2[CH2:31][CH2:30][CH2:29][CH2:28][C:5]=2[C:6]=1[C:7]([NH:9][C:10]1[CH:11]=[CH:12][C:13]([CH2:16][CH2:17][C:18]2[CH:19]=[CH:20][C:21]([C:22]([O:24][CH3:25])=[O:23])=[CH:26][CH:27]=2)=[CH:14][CH:15]=1)=[O:8])=[O:44]. The catalyst class is: 2. (2) Reactant: [C:1]([C:4]1[CH:5]=[C:6]([N:15]2[CH2:20][CH2:19][O:18][CH2:17][CH2:16]2)[CH:7]=[C:8]([O:13][CH3:14])[C:9]=1[N+:10]([O-])=O)([CH3:3])=[CH2:2]. Product: [CH:1]([C:4]1[CH:5]=[C:6]([N:15]2[CH2:20][CH2:19][O:18][CH2:17][CH2:16]2)[CH:7]=[C:8]([O:13][CH3:14])[C:9]=1[NH2:10])([CH3:3])[CH3:2]. The catalyst class is: 5. (3) Product: [CH3:23][C@H:14]1[CH2:13][C@@H:12]([OH:21])[C@H:11]([C:10]([CH3:9])=[CH2:4])[CH2:20][CH2:15]1. The catalyst class is: 11. Reactant: C1C=C2C=C[C:9](O)=[C:10]([C:11]3[C:20]4[C:15](=CC=CC=4)[CH:14]=[CH:13][C:12]=3[OH:21])[C:4]2=CC=1.[CH2:23]([Al](CC)CC)C. (4) Reactant: C(OC(=O)[NH:7][CH2:8][CH2:9][N:10]1[C:18]2[C:17]([NH:19][C:20]3[CH:25]=[CH:24][C:23]([O:26][C:27]4[CH:32]=[CH:31][CH:30]=[C:29]([O:33][CH2:34][CH2:35][CH:36]([CH3:38])[CH3:37])[CH:28]=4)=[C:22]([CH3:39])[CH:21]=3)=[N:16][CH:15]=[N:14][C:13]=2[CH:12]=[CH:11]1)(C)(C)C.[ClH:41]. Product: [ClH:41].[ClH:41].[NH2:7][CH2:8][CH2:9][N:10]1[C:18]2[C:17]([NH:19][C:20]3[CH:25]=[CH:24][C:23]([O:26][C:27]4[CH:32]=[CH:31][CH:30]=[C:29]([O:33][CH2:34][CH2:35][CH:36]([CH3:37])[CH3:38])[CH:28]=4)=[C:22]([CH3:39])[CH:21]=3)=[N:16][CH:15]=[N:14][C:13]=2[CH:12]=[CH:11]1. The catalyst class is: 8. (5) Reactant: [NH2:1][C@@H:2]([CH:22]([CH3:24])[CH3:23])[C:3]([N:5]1[CH2:9][CH2:8][CH2:7][C@H:6]1[C:10]1[NH:11][C:12]([C:15]2[CH:20]=[CH:19][C:18]([Br:21])=[CH:17][CH:16]=2)=[CH:13][N:14]=1)=[O:4].C([N:42]=[C:43]=[S:44])(=O)OCC1C2C=CC=CC=2C2C1=CC=CC=2.N1CCCCC1. Product: [Br:21][C:18]1[CH:17]=[CH:16][C:15]([C:12]2[NH:11][C:10]([C@@H:6]3[CH2:7][CH2:8][CH2:9][N:5]3[C:3](=[O:4])[C@@H:2]([NH:1][C:43]([NH2:42])=[S:44])[CH:22]([CH3:24])[CH3:23])=[N:14][CH:13]=2)=[CH:20][CH:19]=1. The catalyst class is: 2. (6) Reactant: CO[N:3]=[CH:4][C:5]1[C:6]2[CH:7]=[CH:8][NH:9][C:10]=2[CH:11]=[CH:12][CH:13]=1.Cl. Product: [NH:9]1[C:10]2[C:6](=[C:5]([CH2:4][NH2:3])[CH:13]=[CH:12][CH:11]=2)[CH:7]=[CH:8]1. The catalyst class is: 29.